Dataset: Reaction yield outcomes from USPTO patents with 853,638 reactions. Task: Predict the reaction yield, written as a fraction of the theoretical maximum amount of product (1.0 means a 100% yield; for example, 0.34 means a 34% yield). (1) The reactants are F[C:2]1[CH:3]=[C:4]([CH:8]=[CH:9][C:10]=1[S:11]([CH3:14])(=[O:13])=[O:12])[C:5]([OH:7])=[O:6].[H-].[Na+].[CH3:17][OH:18].Cl. The catalyst is CCOC(C)=O.CN(C=O)C. The product is [CH3:17][O:18][C:2]1[CH:3]=[C:4]([CH:8]=[CH:9][C:10]=1[S:11]([CH3:14])(=[O:13])=[O:12])[C:5]([OH:7])=[O:6]. The yield is 0.950. (2) The reactants are [F:1][C:2]1[CH:3]=[C:4]2[C:9](=[CH:10][C:11]=1[CH3:12])[NH:8][C:7](=[O:13])[CH2:6][CH2:5]2.[H-].[Na+].Cl[CH2:17][CH2:18][CH2:19]I.[CH2:21]([CH:25]1[CH2:30][CH2:29][NH:28][CH2:27][CH2:26]1)[CH2:22][CH2:23][CH3:24].[Na+].[I-].C([O-])([O-])=O.[K+].[K+]. The catalyst is CN(C=O)C. The product is [CH2:21]([CH:25]1[CH2:30][CH2:29][N:28]([CH2:17][CH2:18][CH2:19][N:8]2[C:9]3[C:4](=[CH:3][C:2]([F:1])=[C:11]([CH3:12])[CH:10]=3)[CH2:5][CH2:6][C:7]2=[O:13])[CH2:27][CH2:26]1)[CH2:22][CH2:23][CH3:24]. The yield is 0.550. (3) The reactants are [Br:1][C:2]1[CH:7]=[CH:6][CH:5]=[C:4]([NH:8][NH2:9])[N:3]=1.[C:10](N1C=CN=C1)(N1C=CN=C1)=[O:11]. The catalyst is C1COCC1.O.CCOC(C)=O. The product is [Br:1][C:2]1[N:3]2[C:10](=[O:11])[NH:9][N:8]=[C:4]2[CH:5]=[CH:6][CH:7]=1. The yield is 0.640.